From a dataset of Forward reaction prediction with 1.9M reactions from USPTO patents (1976-2016). Predict the product of the given reaction. (1) Given the reactants [Cl:1][C:2]1[CH:7]=[CH:6][CH:5]=[CH:4][C:3]=1[CH2:8][C:9]([O:11][CH2:12][CH3:13])=[O:10].Br[CH2:15][CH2:16][CH2:17][C:18]([O:20][CH2:21][CH3:22])=[O:19].C([O-])([O-])=O.[Cs+].[Cs+].C(OCC)(=O)C, predict the reaction product. The product is: [Cl:1][C:2]1[CH:7]=[CH:6][CH:5]=[CH:4][C:3]=1[CH:8]([CH2:15][CH2:16][CH2:17][C:18]([O:20][CH2:21][CH3:22])=[O:19])[C:9]([O:11][CH2:12][CH3:13])=[O:10]. (2) Given the reactants C([O:5][C:6]([CH:8]1[CH:12]([C:13]2[CH:18]=[CH:17][CH:16]=[C:15]([Cl:19])[C:14]=2[F:20])[C:11]([C:23]2[CH:28]=[CH:27][C:26]([Cl:29])=[CH:25][N:24]=2)([C:21]#[N:22])[CH:10]([CH2:30][C:31]([CH3:34])([CH3:33])[CH3:32])[NH:9]1)=[O:7])(C)(C)C.[F:35][C:36]([F:41])([F:40])[C:37]([OH:39])=[O:38], predict the reaction product. The product is: [F:35][C:36]([F:41])([F:40])[C:37]([OH:39])=[O:38].[Cl:19][C:15]1[C:14]([F:20])=[C:13]([CH:12]2[C:11]([C:23]3[CH:28]=[CH:27][C:26]([Cl:29])=[CH:25][N:24]=3)([C:21]#[N:22])[CH:10]([CH2:30][C:31]([CH3:34])([CH3:32])[CH3:33])[NH:9][CH:8]2[C:6]([OH:7])=[O:5])[CH:18]=[CH:17][CH:16]=1. (3) Given the reactants [CH3:1][O:2][C:3]1[CH:45]=[CH:44][CH:43]=[CH:42][C:4]=1[CH2:5][O:6][CH2:7][CH2:8][CH2:9][O:10][C:11]1[CH:16]=[CH:15][C:14]([C@H:17]2[CH2:22][CH2:21][N:20]([C:23]([O:25][C:26]([CH3:29])([CH3:28])[CH3:27])=[O:24])[CH2:19][C@@H:18]2[O:30][CH2:31][C:32]2[CH:33]=[CH:34][C:35]3[O:39][C:38](=[O:40])[NH:37][C:36]=3[CH:41]=2)=[CH:13][CH:12]=1.[H-].[Na+].Cl[CH2:49][CH2:50][CH2:51][O:52][CH3:53].[I-].[Na+], predict the reaction product. The product is: [CH3:1][O:2][C:3]1[CH:45]=[CH:44][CH:43]=[CH:42][C:4]=1[CH2:5][O:6][CH2:7][CH2:8][CH2:9][O:10][C:11]1[CH:16]=[CH:15][C:14]([CH:17]2[CH2:22][CH2:21][N:20]([C:23]([O:25][C:26]([CH3:29])([CH3:28])[CH3:27])=[O:24])[CH2:19][CH:18]2[O:30][CH2:31][C:32]2[CH:33]=[CH:34][C:35]3[O:39][C:38](=[O:40])[N:37]([CH2:49][CH2:50][CH2:51][O:52][CH3:53])[C:36]=3[CH:41]=2)=[CH:13][CH:12]=1. (4) The product is: [CH3:18][C@@H:3]1[C@@H:2]([NH:1][C:22]2[CH:27]=[CH:26][CH:25]=[CH:24][CH:23]=2)[C:11]2[C:6](=[CH:7][N:8]=[CH:9][CH:10]=2)[N:5]([C:12](=[O:14])[CH3:13])[C@H:4]1[CH2:15][CH2:16][CH3:17]. Given the reactants [NH2:1][C@H:2]1[C:11]2[C:6](=[CH:7][N:8]=[CH:9][CH:10]=2)[N:5]([C:12](=[O:14])[CH3:13])[C@@H:4]([CH2:15][CH2:16][CH3:17])[C@@H:3]1[CH3:18].CN([C:22]1[C:27]([C:22]2[C:27](P(C3CCCCC3)C3CCCCC3)=[CH:26][CH:25]=[CH:24][CH:23]=2)=[CH:26][CH:25]=[CH:24][CH:23]=1)C.CC(C)([O-])C.[Na+].BrC1C=CC=CC=1, predict the reaction product.